The task is: Predict the reaction yield, written as a fraction of the theoretical maximum amount of product (1.0 means a 100% yield; for example, 0.34 means a 34% yield).. This data is from Reaction yield outcomes from USPTO patents with 853,638 reactions. (1) The reactants are Br[C:2]1[CH:3]=[C:4]2[C:9](=[CH:10][CH:11]=1)[N:8]=[CH:7][N:6]=[CH:5]2.[SiH](CC)(CC)CC.CN([CH:22]=[O:23])C. The catalyst is C1C=CC(P(C2C=CC=CC=2)[C-]2C=CC=C2)=CC=1.C1C=CC(P(C2C=CC=CC=2)[C-]2C=CC=C2)=CC=1.Cl[Pd]Cl.[Fe+2].C(Cl)Cl. The product is [N:8]1[C:9]2[C:4](=[CH:3][C:2]([CH:22]=[O:23])=[CH:11][CH:10]=2)[CH:5]=[N:6][CH:7]=1. The yield is 0.258. (2) The reactants are [Cl:1][C:2]1[CH:3]=[C:4]([C:9](=O)[CH2:10][C:11](=O)[C:12]([F:15])([F:14])[F:13])[CH:5]=[CH:6][C:7]=1[F:8].[NH2:18][C:19]1[C:23]([C:24]2[CH:29]=[CH:28][N:27]=[C:26]([CH3:30])[CH:25]=2)=[CH:22][NH:21][N:20]=1. No catalyst specified. The product is [Cl:1][C:2]1[CH:3]=[C:4]([C:9]2[CH:10]=[C:11]([C:12]([F:15])([F:14])[F:13])[N:20]3[N:21]=[CH:22][C:23]([C:24]4[CH:29]=[CH:28][N:27]=[C:26]([CH3:30])[CH:25]=4)=[C:19]3[N:18]=2)[CH:5]=[CH:6][C:7]=1[F:8]. The yield is 0.420. (3) The reactants are [C:1]([N:4]1[C@@H:10]([CH3:11])[C@H:9]([NH:12][C:13](=[O:25])[C@@H:14]([N:16]([CH3:24])[C:17](=[O:23])[O:18][C:19]([CH3:22])([CH3:21])[CH3:20])[CH3:15])[C:8](=[O:26])[NH:7][C:6]2[CH:27]=[CH:28][C:29]([C:31]#[N:32])=[CH:30][C:5]1=2)(=[O:3])[CH3:2].Cl[CH2:34][C:35]1[C:44]2[C:39](=[CH:40][CH:41]=[CH:42][CH:43]=2)[CH:38]=[CH:37][C:36]=1[O:45][CH3:46].C(=O)([O-])[O-].[Cs+].[Cs+].[I-].[Na+]. The catalyst is CN(C=O)C.CCOC(C)=O. The product is [C:1]([N:4]1[C@@H:10]([CH3:11])[C@H:9]([NH:12][C:13](=[O:25])[C@@H:14]([N:16]([CH3:24])[C:17](=[O:23])[O:18][C:19]([CH3:21])([CH3:20])[CH3:22])[CH3:15])[C:8](=[O:26])[N:7]([CH2:34][C:35]2[C:44]3[C:39](=[CH:40][CH:41]=[CH:42][CH:43]=3)[CH:38]=[CH:37][C:36]=2[O:45][CH3:46])[C:6]2[CH:27]=[CH:28][C:29]([C:31]#[N:32])=[CH:30][C:5]1=2)(=[O:3])[CH3:2]. The yield is 0.820. (4) The reactants are [CH3:1][O:2][C:3](=[O:25])[CH2:4][C:5]1[CH:10]=[C:9]([Br:11])[C:8]([O:12][C:13]2[CH:18]=[CH:17][C:16]([O:19][CH3:20])=[C:15]([CH:21]([CH3:23])[CH3:22])[CH:14]=2)=[C:7]([Br:24])[CH:6]=1.[C:26](Cl)(=[O:28])[CH3:27]. The catalyst is C(Cl)Cl.Cl[Ti](Cl)(Cl)Cl. The product is [CH3:1][O:2][C:3](=[O:25])[CH2:4][C:5]1[CH:10]=[C:9]([Br:11])[C:8]([O:12][C:13]2[CH:14]=[C:15]([CH:21]([CH3:23])[CH3:22])[C:16]([O:19][CH3:20])=[CH:17][C:18]=2[C:26](=[O:28])[CH3:27])=[C:7]([Br:24])[CH:6]=1. The yield is 0.760. (5) The catalyst is C1(C)C=CC=CC=1.CCOC(C)=O.C1C=CC(/C=C/C(/C=C/C2C=CC=CC=2)=O)=CC=1.C1C=CC(/C=C/C(/C=C/C2C=CC=CC=2)=O)=CC=1.C1C=CC(/C=C/C(/C=C/C2C=CC=CC=2)=O)=CC=1.[Pd].[Pd].[Zn]. The product is [NH2:31][C:26]1[CH:27]=[CH:28][CH:29]=[CH:30][C:25]=1[N:16]1[C:17]2[C:9]([O:8][CH2:1][C:2]3[CH:3]=[CH:4][CH:5]=[CH:6][CH:7]=3)=[CH:10][CH:11]=[C:12]([C:22]#[N:23])[C:13]=2[C:14]([CH2:18][CH3:19])([CH2:20][CH3:21])[CH2:15]1. The yield is 0.230. The reactants are [CH2:1]([O:8][C:9]1[CH:10]=[CH:11][C:12]([C:22]#[N:23])=[C:13]2[C:17]=1[NH:16][CH2:15][C:14]2([CH2:20][CH3:21])[CH2:18][CH3:19])[C:2]1[CH:7]=[CH:6][CH:5]=[CH:4][CH:3]=1.Br[C:25]1[CH:30]=[CH:29][CH:28]=[CH:27][C:26]=1[N+:31]([O-])=O.C1C=CC(P(C2C(C3C(P(C4C=CC=CC=4)C4C=CC=CC=4)=CC=C4C=3C=CC=C4)=C3C(C=CC=C3)=CC=2)C2C=CC=CC=2)=CC=1.C([O-])([O-])=O.[Cs+].[Cs+].[Cl-].[NH4+]. (6) The yield is 0.430. The product is [O:4]1[C:5]2([CH2:10][CH2:9][N:8]([C:11]3[CH:16]=[CH:15][C:14]([NH:17][S:26]([C:25]4[CH:24]=[CH:23][C:22]([NH:21][C:18](=[O:20])[CH3:19])=[CH:31][CH:30]=4)(=[O:28])=[O:27])=[CH:13][CH:12]=3)[CH2:7][CH2:6]2)[O:1][CH2:2][CH2:3]1. The reactants are [O:1]1[C:5]2([CH2:10][CH2:9][N:8]([C:11]3[CH:16]=[CH:15][C:14]([NH2:17])=[CH:13][CH:12]=3)[CH2:7][CH2:6]2)[O:4][CH2:3][CH2:2]1.[C:18]([NH:21][C:22]1[CH:31]=[CH:30][C:25]([S:26](Cl)(=[O:28])=[O:27])=[CH:24][CH:23]=1)(=[O:20])[CH3:19]. The catalyst is O1CCOCC1.C(N(CC)CC)C. (7) The reactants are [Br:1][C:2]1[CH:3]=[C:4]([C:8]([F:32])([F:31])[CH2:9][CH2:10][C:11]([NH:13][N:14]([CH2:20][C:21]2[CH:26]=[CH:25][C:24]([C:27]([CH3:30])([CH3:29])[CH3:28])=[CH:23][CH:22]=2)[C:15]([NH:17][CH2:18][CH3:19])=[O:16])=O)[CH:5]=[CH:6][CH:7]=1.C12(CS(O)(=O)=O)C(C)(C)C(CC1)CC2=O. The catalyst is CCOC(C)=O.Cl. The product is [Br:1][C:2]1[CH:3]=[C:4]([C:8]([F:32])([F:31])[CH2:9][CH2:10][C:11]2[N:17]([CH2:18][CH3:19])[C:15](=[O:16])[N:14]([CH2:20][C:21]3[CH:26]=[CH:25][C:24]([C:27]([CH3:30])([CH3:29])[CH3:28])=[CH:23][CH:22]=3)[N:13]=2)[CH:5]=[CH:6][CH:7]=1. The yield is 0.400.